From a dataset of Catalyst prediction with 721,799 reactions and 888 catalyst types from USPTO. Predict which catalyst facilitates the given reaction. (1) Reactant: [Cl:1][C:2]1[CH:7]=[C:6]([Cl:8])[CH:5]=[CH:4][C:3]=1[NH:9][C:10]1[CH:18]=[C:17]([C:19]([F:22])([F:21])[F:20])[C:13]([C:14](O)=[O:15])=[CH:12][N:11]=1.CN1CCOCC1.ClC(OCC(C)C)=O. Product: [Cl:1][C:2]1[CH:7]=[C:6]([Cl:8])[CH:5]=[CH:4][C:3]=1[NH:9][C:10]1[N:11]=[CH:12][C:13]([CH2:14][OH:15])=[C:17]([C:19]([F:22])([F:20])[F:21])[CH:18]=1. The catalyst class is: 57. (2) Reactant: [CH3:1][CH:2]([CH2:4][CH2:5][CH2:6][C@H:7]([C@@H:9]1[C@:27]2([CH3:28])[C@H:12]([C@H:13]3[C@H:24]([CH2:25][CH2:26]2)[C@:22]2([CH3:23])[C:16]([CH2:17][C@H:18]([CH2:20][CH2:21]2)[OH:19])=[CH:15][CH2:14]3)[CH2:11][CH2:10]1)[CH3:8])[CH3:3].N[C:30]([O:32][CH2:33][CH3:34])=O.CC(C)([O-])C.[Li+].C(C1OC1)Br. Product: [CH2:34]([CH2:3][CH:2]([CH2:4][CH2:5][CH2:6][C@H:7]([C@@H:9]1[C@:27]2([CH3:28])[C@H:12]([C@H:13]3[C@H:24]([CH2:25][CH2:26]2)[C@:22]2([CH3:23])[C:16]([CH2:17][C@H:18]([CH2:20][CH2:21]2)[OH:19])=[CH:15][CH2:14]3)[CH2:11][CH2:10]1)[CH3:8])[CH3:1])[CH:33]1[O:32][CH2:30]1. The catalyst class is: 44. (3) Reactant: Br[C:2]1[CH:7]=[CH:6][C:5]([N:8]([C:30]2[CH:35]=[CH:34][C:33]([CH3:36])=[CH:32][CH:31]=2)[C:9]2[CH:14]=[CH:13][C:12]([N:15]([C:23]3[CH:28]=[CH:27][C:26]([CH3:29])=[CH:25][CH:24]=3)[C:16](=[O:22])[O:17][C:18]([CH3:21])([CH3:20])[CH3:19])=[CH:11][CH:10]=2)=[CH:4][CH:3]=1.[B:37]1([B:37]2[O:41][C:40]([CH3:43])([CH3:42])[C:39]([CH3:45])([CH3:44])[O:38]2)[O:41][C:40]([CH3:43])([CH3:42])[C:39]([CH3:45])([CH3:44])[O:38]1.CC([O-])=O.[K+].C(Cl)Cl. Product: [CH3:44][C:39]1([CH3:45])[C:40]([CH3:43])([CH3:42])[O:41][B:37]([C:2]2[CH:7]=[CH:6][C:5]([N:8]([C:30]3[CH:35]=[CH:34][C:33]([CH3:36])=[CH:32][CH:31]=3)[C:9]3[CH:14]=[CH:13][C:12]([N:15]([C:23]4[CH:28]=[CH:27][C:26]([CH3:29])=[CH:25][CH:24]=4)[C:16](=[O:22])[O:17][C:18]([CH3:21])([CH3:20])[CH3:19])=[CH:11][CH:10]=3)=[CH:4][CH:3]=2)[O:38]1. The catalyst class is: 263. (4) The catalyst class is: 26. Product: [C:1]([C:3]1[CH:4]=[C:5]([CH:8]=[CH:9][CH:10]=1)[CH2:6][N:11]1[CH2:16][CH2:15][O:14][CH2:13][CH2:12]1)#[CH:2]. Reactant: [C:1]([C:3]1[CH:4]=[C:5]([CH:8]=[CH:9][CH:10]=1)[CH:6]=O)#[CH:2].[NH:11]1[CH2:16][CH2:15][O:14][CH2:13][CH2:12]1.[BH-](OC(C)=O)(OC(C)=O)OC(C)=O.[Na+].CC(O)=O. (5) Reactant: [C:1]([O:4][C:5]1[CH:10]=[CH:9][C:8]([C:11](Cl)=[O:12])=[CH:7][C:6]=1[CH2:14][CH:15]=[C:16]([CH3:18])[CH3:17])(=[O:3])[CH3:2].[NH2:19][C:20]1[CH:25]=[CH:24][CH:23]=[CH:22][CH:21]=1.[CH2:26]([N:28]([CH2:31][CH3:32])[CH2:29][CH3:30])C. Product: [C:1]([O:4][C:5]1[CH:10]=[CH:9][C:8]([C:11](=[O:12])[NH:19][C:20]2[CH:25]=[C:24]([C:7]3[CH:8]=[CH:9][CH:10]=[C:5]([O:4][CH:1]4[CH2:32][CH2:31][N:28]([CH3:26])[CH2:29][CH2:30]4)[CH:6]=3)[CH:23]=[CH:22][CH:21]=2)=[CH:7][C:6]=1[CH2:14][CH:15]=[C:16]([CH3:18])[CH3:17])(=[O:3])[CH3:2]. The catalyst class is: 4. (6) Reactant: [C:1]([Si:5](Cl)([C:12]1[CH:17]=[CH:16][CH:15]=[CH:14][CH:13]=1)[C:6]1[CH:11]=[CH:10][CH:9]=[CH:8][CH:7]=1)([CH3:4])([CH3:3])[CH3:2].[F:19][C:20]1[C:25]([F:26])=[C:24]([F:27])[CH:23]=[CH:22][C:21]=1[CH2:28][OH:29].N1C=CN=C1. Product: [C:1]([Si:5]([C:12]1[CH:17]=[CH:16][CH:15]=[CH:14][CH:13]=1)([C:6]1[CH:11]=[CH:10][CH:9]=[CH:8][CH:7]=1)[O:29][CH2:28][C:21]1[CH:22]=[CH:23][C:24]([F:27])=[C:25]([F:26])[C:20]=1[F:19])([CH3:4])([CH3:3])[CH3:2]. The catalyst class is: 2. (7) Reactant: Cl[C:2]([N:4]1[CH2:9][CH2:8][N:7]([C:10]([O:12][C:13]([CH3:16])([CH3:15])[CH3:14])=[O:11])[CH2:6][CH2:5]1)=[O:3].[Cl:17][C:18]1[CH:32]=[CH:31][C:21]([CH2:22][NH:23][CH2:24][CH2:25][N:26]([CH2:29][CH3:30])[CH2:27][CH3:28])=[CH:20][CH:19]=1.C(N(CC)C(C)C)(C)C. Product: [Cl:17][C:18]1[CH:19]=[CH:20][C:21]([CH2:22][N:23]([CH2:24][CH2:25][N:26]([CH2:29][CH3:30])[CH2:27][CH3:28])[C:2]([N:4]2[CH2:9][CH2:8][N:7]([C:10]([O:12][C:13]([CH3:16])([CH3:15])[CH3:14])=[O:11])[CH2:6][CH2:5]2)=[O:3])=[CH:31][CH:32]=1. The catalyst class is: 2.